From a dataset of Forward reaction prediction with 1.9M reactions from USPTO patents (1976-2016). Predict the product of the given reaction. (1) Given the reactants [CH:1]([C:3]1[CH:8]=[CH:7][CH:6]=[CH:5][C:4]=1[C:9]1[CH:14]=[CH:13][C:12]([C:15]([N:17]2[C:23]3[CH:24]=[CH:25][CH:26]=[CH:27][C:22]=3[CH2:21][N:20]3[C:28]([C:31]([NH:33][CH2:34][C:35]4[CH:36]=[N:37][CH:38]=[CH:39][CH:40]=4)=[O:32])=[CH:29][CH:30]=[C:19]3[CH2:18]2)=[O:16])=[CH:11][CH:10]=1)=O.[NH:41]1[CH2:46][CH2:45][CH2:44][CH2:43][CH2:42]1, predict the reaction product. The product is: [N:41]1([CH2:1][C:3]2[CH:8]=[CH:7][CH:6]=[CH:5][C:4]=2[C:9]2[CH:10]=[CH:11][C:12]([C:15]([N:17]3[C:23]4[CH:24]=[CH:25][CH:26]=[CH:27][C:22]=4[CH2:21][N:20]4[C:28]([C:31]([NH:33][CH2:34][C:35]5[CH:36]=[N:37][CH:38]=[CH:39][CH:40]=5)=[O:32])=[CH:29][CH:30]=[C:19]4[CH2:18]3)=[O:16])=[CH:13][CH:14]=2)[CH2:46][CH2:45][CH2:44][CH2:43][CH2:42]1. (2) Given the reactants Br[C:2]1[CH:3]=[CH:4][C:5]2[O:11][CH2:10][CH2:9][N:8]3[CH:12]=[C:13]([C:15]4[N:19]([C:20]5[CH:25]=[CH:24][CH:23]=[CH:22][C:21]=5[Cl:26])[N:18]=[C:17]([NH2:27])[N:16]=4)[N:14]=[C:7]3[C:6]=2[CH:28]=1.[N:29]1[CH:34]=[C:33](B(O)O)[CH:32]=[N:31][CH:30]=1.C([O-])([O-])=O.[Cs+].[Cs+].O, predict the reaction product. The product is: [Cl:26][C:21]1[CH:22]=[CH:23][CH:24]=[CH:25][C:20]=1[N:19]1[C:15]([C:13]2[N:14]=[C:7]3[C:6]4[CH:28]=[C:2]([C:33]5[CH:34]=[N:29][CH:30]=[N:31][CH:32]=5)[CH:3]=[CH:4][C:5]=4[O:11][CH2:10][CH2:9][N:8]3[CH:12]=2)=[N:16][C:17]([NH2:27])=[N:18]1. (3) Given the reactants C(O[C:9](=O)[N:10]([CH2:12][CH2:13][O:14][Si:15]([C:28]([CH3:31])([CH3:30])[CH3:29])([C:22]1[CH:27]=[CH:26][CH:25]=[CH:24][CH:23]=1)[C:16]1[CH:21]=[CH:20][CH:19]=[CH:18][CH:17]=1)C)C1C=CC=CC=1, predict the reaction product. The product is: [Si:15]([O:14][CH2:13][CH2:12][NH:10][CH3:9])([C:28]([CH3:30])([CH3:31])[CH3:29])([C:22]1[CH:23]=[CH:24][CH:25]=[CH:26][CH:27]=1)[C:16]1[CH:17]=[CH:18][CH:19]=[CH:20][CH:21]=1. (4) Given the reactants Cl[C:2]1[N:7]=[CH:6][N:5]=[C:4]([NH:8][C:9]2[CH:10]=[C:11]([CH2:15][S:16]([NH2:19])(=[O:18])=[O:17])[CH:12]=[CH:13][CH:14]=2)[N:3]=1.Cl.[N:21]1[CH:26]=[CH:25][CH:24]=[C:23]2[CH2:27][NH:28][CH2:29][C:22]=12, predict the reaction product. The product is: [N:21]1[CH:26]=[CH:25][CH:24]=[C:23]2[CH2:27][N:28]([C:2]3[N:7]=[CH:6][N:5]=[C:4]([NH:8][C:9]4[CH:10]=[C:11]([CH2:15][S:16]([NH2:19])(=[O:18])=[O:17])[CH:12]=[CH:13][CH:14]=4)[N:3]=3)[CH2:29][C:22]=12. (5) Given the reactants [Cl:1][C:2]1[CH:7]=[C:6]([Cl:8])[CH:5]=[CH:4][C:3]=1I.[CH3:10][CH2:11]N(CC)CC.C[Si](C#C)(C)C.CCCC[N+](CCCC)(CCCC)CCCC.[F-].[Cl:41][C:42]1[CH:43]=[C:44](I)[C:45]([OH:52])=[C:46]([CH:51]=1)[C:47]([O:49][CH3:50])=[O:48], predict the reaction product. The product is: [Cl:41][C:42]1[CH:51]=[C:46]([C:47]([O:49][CH3:50])=[O:48])[C:45]2[O:52][C:11]([C:3]3[CH:4]=[CH:5][C:6]([Cl:8])=[CH:7][C:2]=3[Cl:1])=[CH:10][C:44]=2[CH:43]=1. (6) Given the reactants FC(F)(F)C(O)=O.[CH3:8][N:9]([CH3:30])[CH:10]1[CH2:13][CH:12]([CH:14]([NH:22]C(=O)OC(C)(C)C)[C:15]2[CH:20]=[CH:19][C:18]([CH3:21])=[CH:17][N:16]=2)[CH2:11]1, predict the reaction product. The product is: [NH2:22][CH:14]([C:15]1[CH:20]=[CH:19][C:18]([CH3:21])=[CH:17][N:16]=1)[CH:12]1[CH2:13][CH:10]([N:9]([CH3:30])[CH3:8])[CH2:11]1. (7) Given the reactants [C:1]([Si:5]([CH3:28])([CH3:27])[O:6][C:7]1[CH:12]=[CH:11][C:10]([C:13]([C:18]2[S:22][C:21]([CH2:23][OH:24])=[C:20]([CH3:25])[CH:19]=2)([CH2:16][CH3:17])[CH2:14][CH3:15])=[CH:9][C:8]=1[CH3:26])([CH3:4])([CH3:3])[CH3:2].C(N(CC)CC)C.[C:36]1([CH3:46])[CH:41]=[CH:40][C:39]([S:42](Cl)(=[O:44])=[O:43])=[CH:38][CH:37]=1, predict the reaction product. The product is: [C:1]([Si:5]([CH3:28])([CH3:27])[O:6][C:7]1[CH:12]=[CH:11][C:10]([C:13]([C:18]2[S:22][C:21]([CH2:23][O:24][S:42]([C:39]3[CH:40]=[CH:41][C:36]([CH3:46])=[CH:37][CH:38]=3)(=[O:44])=[O:43])=[C:20]([CH3:25])[CH:19]=2)([CH2:16][CH3:17])[CH2:14][CH3:15])=[CH:9][C:8]=1[CH3:26])([CH3:2])([CH3:4])[CH3:3]. (8) Given the reactants [CH3:1][C:2]1[CH:3]=[C:4]([CH:8]=[C:9]([CH3:12])[C:10]=1[OH:11])[C:5]([OH:7])=[O:6].S(Cl)(Cl)=O.[C:17](=O)(O)[O-].[Na+], predict the reaction product. The product is: [CH3:17][O:6][C:5](=[O:7])[C:4]1[CH:8]=[C:9]([CH3:12])[C:10]([OH:11])=[C:2]([CH3:1])[CH:3]=1. (9) Given the reactants I[C:2]1[CH:7]=[CH:6][C:5](/[CH:8]=[CH:9]/[CH2:10][N:11]2[CH2:16][CH2:15][C:14]([CH3:18])([OH:17])[CH2:13][CH2:12]2)=[CH:4][CH:3]=1.[C:19]([C:21]1[CH:26]=[CH:25][C:24]([C:27]2[CH2:32][CH2:31][CH:30]([CH3:33])[CH2:29][CH:28]=2)=[CH:23][N:22]=1)#[CH:20], predict the reaction product. The product is: [CH3:18][C:14]1([OH:17])[CH2:15][CH2:16][N:11]([CH2:10]/[CH:9]=[CH:8]/[C:5]2[CH:6]=[CH:7][C:2]([C:20]#[C:19][C:21]3[CH:26]=[CH:25][C:24]([C:27]4[CH2:32][CH2:31][CH:30]([CH3:33])[CH2:29][CH:28]=4)=[CH:23][N:22]=3)=[CH:3][CH:4]=2)[CH2:12][CH2:13]1. (10) Given the reactants [Br:1][C:2]1[CH:7]=[CH:6][CH:5]=[CH:4][C:3]=1[N:8]1[CH2:17][C:16]2[C:11](=[N:12][C:13]([NH:18][C:19]3[CH:40]=[CH:39][C:22]4[O:23][CH:24]([CH2:27]OS(C5C=CC(C)=CC=5)(=O)=O)[CH2:25][O:26][C:21]=4[CH:20]=3)=[N:14][CH:15]=2)[N:10]([CH3:41])[C:9]1=[O:42].[CH3:43][NH:44][CH3:45], predict the reaction product. The product is: [Br:1][C:2]1[CH:7]=[CH:6][CH:5]=[CH:4][C:3]=1[N:8]1[CH2:17][C:16]2[C:11](=[N:12][C:13]([NH:18][C:19]3[CH:40]=[CH:39][C:22]4[O:23][CH:24]([CH2:27][N:44]([CH3:45])[CH3:43])[CH2:25][O:26][C:21]=4[CH:20]=3)=[N:14][CH:15]=2)[N:10]([CH3:41])[C:9]1=[O:42].